From a dataset of Catalyst prediction with 721,799 reactions and 888 catalyst types from USPTO. Predict which catalyst facilitates the given reaction. (1) Reactant: C([O:3][C:4]([C@@H:6]1[C@@H:8]([C:9](=[O:34])[NH:10][C@@H:11]([CH2:27][C:28]2[N:29]=[CH:30][N:31]([CH3:33])[CH:32]=2)[C:12]([NH:14][C:15]2[S:16][CH:17]=[C:18]([C:20]3[CH:25]=[CH:24][C:23]([F:26])=[CH:22][CH:21]=3)[N:19]=2)=[O:13])[O:7]1)=[O:5])C.[Li+].[OH-]. Product: [F:26][C:23]1[CH:22]=[CH:21][C:20]([C:18]2[N:19]=[C:15]([NH:14][C:12](=[O:13])[C@@H:11]([NH:10][C:9]([C@H:8]3[O:7][C@@H:6]3[C:4]([OH:5])=[O:3])=[O:34])[CH2:27][C:28]3[N:29]=[CH:30][N:31]([CH3:33])[CH:32]=3)[S:16][CH:17]=2)=[CH:25][CH:24]=1. The catalyst class is: 87. (2) Reactant: [NH2:1][C:2]1[N:7]=[CH:6][C:5]([CH2:8][CH:9]([CH2:13][C:14]([N:16]([CH2:25][C:26]2[CH:31]=[CH:30][CH:29]=[CH:28][CH:27]=2)[O:17]CC2C=CC=CC=2)=[O:15])[C:10]([OH:12])=[O:11])=[CH:4][CH:3]=1. Product: [NH2:1][C:2]1[N:7]=[CH:6][C:5]([CH2:8][CH:9]([CH2:13][C:14]([N:16]([CH2:25][C:26]2[CH:27]=[CH:28][CH:29]=[CH:30][CH:31]=2)[OH:17])=[O:15])[C:10]([OH:12])=[O:11])=[CH:4][CH:3]=1. The catalyst class is: 19. (3) Reactant: C([NH:4][C:5]1[CH:24]=[CH:23][C:8]([CH2:9][N:10]2[CH2:14][CH2:13][C@H:12]([NH:15]C(=O)C(F)(F)F)[C:11]2=[O:22])=[CH:7][C:6]=1[N+:25]([O-:27])=[O:26])(=O)C.[OH-].[Na+]. Product: [NH2:15][C@H:12]1[CH2:13][CH2:14][N:10]([CH2:9][C:8]2[CH:23]=[CH:24][C:5]([NH2:4])=[C:6]([N+:25]([O-:27])=[O:26])[CH:7]=2)[C:11]1=[O:22]. The catalyst class is: 14. (4) Reactant: [NH:1]1[C:9]2[C:4](=[CH:5][CH:6]=[CH:7][CH:8]=2)[C:3](/[CH:10]=[C:11]2\[O:12][C:13]3[C:20]([CH2:21][N:22]4[CH2:27][CH2:26][N:25]([C:28]([O:30][C:31]([CH3:34])([CH3:33])[CH3:32])=[O:29])[CH2:24][CH2:23]4)=[C:19]([OH:35])[CH:18]=[CH:17][C:14]=3[C:15]\2=[O:16])=[CH:2]1.[H][H]. Product: [NH:1]1[C:9]2[C:4](=[CH:5][CH:6]=[CH:7][CH:8]=2)[C:3]([CH2:10][CH:11]2[C:15](=[O:16])[C:14]3[CH:17]=[CH:18][C:19]([OH:35])=[C:20]([CH2:21][N:22]4[CH2:27][CH2:26][N:25]([C:28]([O:30][C:31]([CH3:33])([CH3:32])[CH3:34])=[O:29])[CH2:24][CH2:23]4)[C:13]=3[O:12]2)=[CH:2]1. The catalyst class is: 29. (5) Reactant: [CH2:1]([C:3]1[CH:8]=[C:7]([N+:9]([O-:11])=[O:10])[C:6]([O:12][CH3:13])=[CH:5][C:4]=1F)[CH3:2].C(=O)([O-])[O-].[K+].[K+].Cl.[CH3:22][S:23]([CH2:26][CH2:27][N:28]1[CH2:33][CH2:32][NH:31][CH2:30][CH2:29]1)(=[O:25])=[O:24].O. Product: [CH2:1]([C:3]1[CH:8]=[C:7]([N+:9]([O-:11])=[O:10])[C:6]([O:12][CH3:13])=[CH:5][C:4]=1[N:31]1[CH2:30][CH2:29][N:28]([CH2:27][CH2:26][S:23]([CH3:22])(=[O:24])=[O:25])[CH2:33][CH2:32]1)[CH3:2]. The catalyst class is: 16. (6) Reactant: [CH3:1][C:2]1[N:3]=[C:4]2[CH:12]=[CH:11][CH:10]=[C:9]3[N:5]2[C:6]=1[C:7](=[O:30])[N:8]3[CH2:13][CH2:14][CH2:15][CH2:16][CH2:17][CH2:18][N:19]1C(=O)C2=CC=CC=C2C1=O.NN. Product: [NH2:19][CH2:18][CH2:17][CH2:16][CH2:15][CH2:14][CH2:13][N:8]1[C:9]2[N:5]3[C:4](=[N:3][C:2]([CH3:1])=[C:6]3[C:7]1=[O:30])[CH:12]=[CH:11][CH:10]=2. The catalyst class is: 8. (7) Reactant: [F:1][CH:2]1[CH2:7][CH2:6][N:5]([C:8]2[CH:17]=[CH:16][C:11]([C:12](=[N:14][OH:15])[NH2:13])=[CH:10][C:9]=2[C:18]([F:21])([F:20])[F:19])[CH2:4][CH2:3]1.[F:22][C:23]1[CH:31]=[CH:30][C:26]([C:27](Cl)=O)=[CH:25][CH:24]=1.N1C=CC=CC=1. Product: [F:22][C:23]1[CH:31]=[CH:30][C:26]([C:27]2[O:15][N:14]=[C:12]([C:11]3[CH:16]=[CH:17][C:8]([N:5]4[CH2:6][CH2:7][CH:2]([F:1])[CH2:3][CH2:4]4)=[C:9]([C:18]([F:21])([F:19])[F:20])[CH:10]=3)[N:13]=2)=[CH:25][CH:24]=1. The catalyst class is: 11.